The task is: Predict the reactants needed to synthesize the given product.. This data is from Full USPTO retrosynthesis dataset with 1.9M reactions from patents (1976-2016). The reactants are: [C:1]([C:5]1[CH:6]=[C:7]2[C:12](=[CH:13][CH:14]=1)[C:11](=[O:15])[NH:10][N:9]=[CH:8]2)([CH3:4])([CH3:3])[CH3:2].[H-].[Na+].F[C:19]1[N:26]=[CH:25][CH:24]=[C:23]([I:27])[C:20]=1[CH:21]=[O:22].[NH4+].[Cl-]. Given the product [C:1]([C:5]1[CH:6]=[C:7]2[C:12](=[CH:13][CH:14]=1)[C:11](=[O:15])[N:10]([C:19]1[C:20]([CH:21]=[O:22])=[C:23]([I:27])[CH:24]=[CH:25][N:26]=1)[N:9]=[CH:8]2)([CH3:4])([CH3:2])[CH3:3], predict the reactants needed to synthesize it.